Regression. Given a peptide amino acid sequence and an MHC pseudo amino acid sequence, predict their binding affinity value. This is MHC class I binding data. From a dataset of Peptide-MHC class I binding affinity with 185,985 pairs from IEDB/IMGT. The peptide sequence is IFQPQNGQF. The MHC is HLA-A24:02 with pseudo-sequence HLA-A24:02. The binding affinity (normalized) is 0.491.